From a dataset of Reaction yield outcomes from USPTO patents with 853,638 reactions. Predict the reaction yield, written as a fraction of the theoretical maximum amount of product (1.0 means a 100% yield; for example, 0.34 means a 34% yield). (1) The reactants are [C:1]1([N:7]([CH2:30][C:31]([O:33][CH2:34][CH3:35])=[O:32])[C:8]([C:10]2[CH:29]=[CH:28][C:13]3[N:14]([CH3:27])[C:15]([CH2:17][CH2:18][C:19]4[CH:24]=[CH:23][C:22]([C:25]#[N:26])=[CH:21][CH:20]=4)=[N:16][C:12]=3[CH:11]=2)=[O:9])[CH:6]=[CH:5][CH:4]=[CH:3][CH:2]=1.[ClH:36].C(O)C.C(=O)([O-])[O-].[NH4+:44].[NH4+]. The catalyst is ClCCl.C(O)C. The product is [ClH:36].[C:1]1([N:7]([CH2:30][C:31]([O:33][CH2:34][CH3:35])=[O:32])[C:8]([C:10]2[CH:29]=[CH:28][C:13]3[N:14]([CH3:27])[C:15]([CH2:17][CH2:18][C:19]4[CH:24]=[CH:23][C:22]([C:25](=[NH:44])[NH2:26])=[CH:21][CH:20]=4)=[N:16][C:12]=3[CH:11]=2)=[O:9])[CH:6]=[CH:5][CH:4]=[CH:3][CH:2]=1. The yield is 0.730. (2) The reactants are [Br:1][C:2]1[CH:3]=[C:4]([NH2:8])[CH:5]=[N:6][CH:7]=1.[C:9](O[C:9]([O:11][C:12]([CH3:15])([CH3:14])[CH3:13])=[O:10])([O:11][C:12]([CH3:15])([CH3:14])[CH3:13])=[O:10].C[Si]([N-][Si](C)(C)C)(C)C.[Na+].C1COCC1. The catalyst is C(Cl)Cl. The product is [Br:1][C:2]1[CH:3]=[C:4]([NH:8][C:9](=[O:10])[O:11][C:12]([CH3:15])([CH3:14])[CH3:13])[CH:5]=[N:6][CH:7]=1. The yield is 0.549. (3) The reactants are CN(C)C=O.[C:6]([C:8]1[C:13]([CH3:14])=[C:12](I)[C:11]([F:16])=[C:10]([O:17][CH3:18])[C:9]=1[NH:19][C:20](=[O:25])[C:21]([F:24])([F:23])[F:22])#[N:7].[C:26]1(B(O)O)[CH:31]=[CH:30][CH:29]=[CH:28][CH:27]=1.O. The catalyst is [Cl-].[Na+].O. The product is [C:6]([C:8]1[C:9]([NH:19][C:20](=[O:25])[C:21]([F:24])([F:23])[F:22])=[C:10]([O:17][CH3:18])[C:11]([F:16])=[C:12]([C:26]2[CH:31]=[CH:30][CH:29]=[CH:28][CH:27]=2)[C:13]=1[CH3:14])#[N:7]. The yield is 0.980. (4) The reactants are Br[C:2]1[C:3]([O:8][CH:9]2[CH2:14][CH2:13][N:12]([C:15]([O:17][C:18]([CH3:21])([CH3:20])[CH3:19])=[O:16])[CH2:11][CH2:10]2)=[N:4][CH:5]=[CH:6][CH:7]=1.[O:22]1[CH2:27][CH:26]=[C:25](B2OC(C)(C)C(C)(C)O2)[CH2:24][CH2:23]1.C([O-])([O-])=O.[Na+].[Na+]. The catalyst is O1CCOCC1.O.C1C=CC(P(C2C=CC=CC=2)[C-]2C=CC=C2)=CC=1.C1C=CC(P(C2C=CC=CC=2)[C-]2C=CC=C2)=CC=1.Cl[Pd]Cl.[Fe+2]. The product is [O:22]1[CH2:23][CH:24]=[C:25]([C:2]2[C:3]([O:8][CH:9]3[CH2:14][CH2:13][N:12]([C:15]([O:17][C:18]([CH3:21])([CH3:20])[CH3:19])=[O:16])[CH2:11][CH2:10]3)=[N:4][CH:5]=[CH:6][CH:7]=2)[CH2:26][CH2:27]1. The yield is 0.700. (5) The reactants are [CH3:1][C:2]1[C:6]([CH2:7][N:8]2[CH:12]=[C:11]([N:13]3[C:17](=[O:18])[CH2:16][NH:15][C:14]3=[O:19])[CH:10]=[N:9]2)=[C:5]([CH3:20])[O:4][N:3]=1.Br[CH2:22][CH2:23][O:24][C:25]1[CH:30]=[CH:29][CH:28]=[CH:27][CH:26]=1.C(=O)([O-])[O-].[Cs+].[Cs+]. The catalyst is Cl. The product is [CH3:1][C:2]1[C:6]([CH2:7][N:8]2[CH:12]=[C:11]([N:13]3[C:17](=[O:18])[CH2:16][N:15]([CH2:22][CH2:23][O:24][C:25]4[CH:30]=[CH:29][CH:28]=[CH:27][CH:26]=4)[C:14]3=[O:19])[CH:10]=[N:9]2)=[C:5]([CH3:20])[O:4][N:3]=1. The yield is 0.540. (6) The reactants are [CH3:1][O:2][C:3]1[CH:4]=[C:5]2[C:10](=[CH:11][CH:12]=1)[N:9]=[C:8]([CH3:13])[CH:7]=[CH:6]2.[Se](=O)=[O:15]. No catalyst specified. The product is [CH3:1][O:2][C:3]1[CH:4]=[C:5]2[C:10](=[CH:11][CH:12]=1)[N:9]=[C:8]([CH:13]=[O:15])[CH:7]=[CH:6]2. The yield is 0.680.